Predict the reactants needed to synthesize the given product. From a dataset of Full USPTO retrosynthesis dataset with 1.9M reactions from patents (1976-2016). (1) Given the product [NH2:2][CH2:1][C:3]1[CH:4]=[C:5]([NH:9][C:10](=[O:13])[O:11][CH3:12])[CH:6]=[CH:7][CH:8]=1, predict the reactants needed to synthesize it. The reactants are: [C:1]([C:3]1[CH:4]=[C:5]([NH:9][C:10](=[O:13])[O:11][CH3:12])[CH:6]=[CH:7][CH:8]=1)#[N:2].Cl.[H][H]. (2) The reactants are: C[O:2][C:3]([C@@H:5]1[CH2:13][C:12]2[C:7](=[CH:8][CH:9]=[CH:10][CH:11]=2)[N:6]1[C:14](=[O:34])[C:15]1[CH:20]=[C:19]([O:21][CH3:22])[C:18]([O:23][CH2:24][C:25]2[CH:30]=[CH:29][CH:28]=[CH:27][CH:26]=2)=[CH:17][C:16]=1[N+:31]([O-:33])=[O:32])=O.CC(C[Al]CC(C)C)C. Given the product [CH3:22][O:21][C:19]1[C:18]([O:23][CH2:24][C:25]2[CH:30]=[CH:29][CH:28]=[CH:27][CH:26]=2)=[CH:17][C:16]([N+:31]([O-:33])=[O:32])=[C:15]([CH:20]=1)[C:14]([N:6]1[C:7]2[C:12](=[CH:11][CH:10]=[CH:9][CH:8]=2)[CH2:13][C@H:5]1[CH:3]=[O:2])=[O:34], predict the reactants needed to synthesize it. (3) Given the product [O:34]=[S:25]1(=[O:33])[C:26]2[CH:32]=[CH:31][CH:30]=[CH:29][C:27]=2[N:28]=[C:23]([C:22]2[C:21](=[O:35])[N:12]([CH2:13][C:14]3[CH:19]=[CH:18][C:17]([F:20])=[CH:16][CH:15]=3)[C@@H:11]3[C@H:6]([C:4]=2[OH:5])[C@@H:7]2[CH2:36][C@H:10]3[CH2:9][CH2:8]2)[NH:24]1, predict the reactants needed to synthesize it. The reactants are: C(O[C:4]([C@H:6]1[C@@H:11]([N:12]([C:21](=[O:35])[CH2:22][C:23]2[NH:28][C:27]3[CH:29]=[CH:30][CH:31]=[CH:32][C:26]=3[S:25](=[O:34])(=[O:33])[N:24]=2)[CH2:13][C:14]2[CH:19]=[CH:18][C:17]([F:20])=[CH:16][CH:15]=2)[C@H:10]2[CH2:36][C@@H:7]1[CH2:8][CH2:9]2)=[O:5])C.[O-]CC.[Na+].Cl. (4) Given the product [Br:1][C:2]1[N:6]2[CH:7]=[C:8]([N:13]([CH2:26][CH:27]3[CH2:32][CH2:31][CH2:30][CH2:29][CH2:28]3)[C:14](=[O:20])[O:15][C:16]([CH3:17])([CH3:19])[CH3:18])[N:9]=[C:10]([S:11][CH3:12])[C:5]2=[N:4][CH:3]=1, predict the reactants needed to synthesize it. The reactants are: [Br:1][C:2]1[N:6]2[CH:7]=[C:8]([NH:13][C:14](=[O:20])[O:15][C:16]([CH3:19])([CH3:18])[CH3:17])[N:9]=[C:10]([S:11][CH3:12])[C:5]2=[N:4][CH:3]=1.[H-].[Na+].[I-].[K+].Br[CH2:26][CH:27]1[CH2:32][CH2:31][CH2:30][CH2:29][CH2:28]1. (5) Given the product [C:1]([O:7][CH2:8][CH2:9][C@@H:10]1[O:61][C@@H:14]2[C@H:15]([O:43][Si:44]([C:57]([CH3:60])([CH3:59])[CH3:58])([C:51]3[CH:52]=[CH:53][CH:54]=[CH:55][CH:56]=3)[C:45]3[CH:46]=[CH:47][CH:48]=[CH:49][CH:50]=3)[C@@H:16]3[O:21][C@H:20]([CH2:22][CH:23]([OH:24])[CH:62]=[CH2:63])[C@H:19]([O:25][Si:26]([C:39]([CH3:42])([CH3:41])[CH3:40])([C:27]4[CH:32]=[CH:31][CH:30]=[CH:29][CH:28]=4)[C:33]4[CH:34]=[CH:35][CH:36]=[CH:37][CH:38]=4)[C@@H:17]3[O:18][C@H:13]2[CH2:12][CH2:11]1)(=[O:6])[C:2]([CH3:3])([CH3:4])[CH3:5], predict the reactants needed to synthesize it. The reactants are: [C:1]([O:7][CH2:8][CH2:9][C@@H:10]1[O:61][C@@H:14]2[C@H:15]([O:43][Si:44]([C:57]([CH3:60])([CH3:59])[CH3:58])([C:51]3[CH:56]=[CH:55][CH:54]=[CH:53][CH:52]=3)[C:45]3[CH:50]=[CH:49][CH:48]=[CH:47][CH:46]=3)[C@@H:16]3[O:21][C@H:20]([CH2:22][CH:23]=[O:24])[C@H:19]([O:25][Si:26]([C:39]([CH3:42])([CH3:41])[CH3:40])([C:33]4[CH:38]=[CH:37][CH:36]=[CH:35][CH:34]=4)[C:27]4[CH:32]=[CH:31][CH:30]=[CH:29][CH:28]=4)[C@@H:17]3[O:18][C@H:13]2[CH2:12][CH2:11]1)(=[O:6])[C:2]([CH3:5])([CH3:4])[CH3:3].[CH2:62]1COC[CH2:63]1.C([Mg]Br)=C.[NH4+].[Cl-]. (6) Given the product [C:30]([Cl:33])(=[O:32])[CH3:31].[C:30]([N:17]1[CH2:18][CH2:19][C@@H:15]([CH2:14][C:13]2[N:9]([C:6]3[CH:7]=[CH:8][C:3]([Br:2])=[CH:4][CH:5]=3)[C:10](=[O:20])[NH:11][N:12]=2)[CH2:16]1)(=[O:32])[CH3:31], predict the reactants needed to synthesize it. The reactants are: Cl.[Br:2][C:3]1[CH:8]=[CH:7][C:6]([N:9]2[C:13]([CH2:14][C@@H:15]3[CH2:19][CH2:18][NH:17][CH2:16]3)=[N:12][NH:11][C:10]2=[O:20])=[CH:5][CH:4]=1.C(N(CC)C(C)C)(C)C.[C:30]([Cl:33])(=[O:32])[CH3:31]. (7) Given the product [Cl:1][C:2]1[CH:30]=[CH:29][C:5]([CH2:6][O:7][C:8]2[C:9]([O:25][CH2:26][CH2:27][F:28])=[C:10]([C:14]([C:16]3[C:24]4[C:19](=[N:20][CH:21]=[CH:22][CH:23]=4)[NH:18][CH:17]=3)=[O:15])[CH:11]=[CH:12][CH:13]=2)=[C:4]([F:31])[CH:3]=1, predict the reactants needed to synthesize it. The reactants are: [Cl:1][C:2]1[CH:30]=[CH:29][C:5]([CH2:6][O:7][C:8]2[C:9]([O:25][CH2:26][CH2:27][F:28])=[C:10]([CH:14]([C:16]3[C:24]4[C:19](=[N:20][CH:21]=[CH:22][CH:23]=4)[NH:18][CH:17]=3)[OH:15])[CH:11]=[CH:12][CH:13]=2)=[C:4]([F:31])[CH:3]=1.CC(OI1(OC(C)=O)(OC(C)=O)OC(=O)C2C=CC=CC1=2)=O.